Task: Regression. Given a peptide amino acid sequence and an MHC pseudo amino acid sequence, predict their binding affinity value. This is MHC class I binding data.. Dataset: Peptide-MHC class I binding affinity with 185,985 pairs from IEDB/IMGT (1) The peptide sequence is GTSGSPIINR. The MHC is HLA-A68:01 with pseudo-sequence HLA-A68:01. The binding affinity (normalized) is 0.757. (2) The binding affinity (normalized) is 0.661. The peptide sequence is KTWGKAKML. The MHC is HLA-A32:01 with pseudo-sequence HLA-A32:01. (3) The peptide sequence is FVNEKYCIIK. The MHC is HLA-A03:01 with pseudo-sequence HLA-A03:01. The binding affinity (normalized) is 0.00258. (4) The peptide sequence is LLIAILLLSV. The MHC is Mamu-A2201 with pseudo-sequence Mamu-A2201. The binding affinity (normalized) is 0. (5) The peptide sequence is HPRARSMSS. The MHC is HLA-A01:01 with pseudo-sequence HLA-A01:01. The binding affinity (normalized) is 0.0847.